Dataset: Reaction yield outcomes from USPTO patents with 853,638 reactions. Task: Predict the reaction yield, written as a fraction of the theoretical maximum amount of product (1.0 means a 100% yield; for example, 0.34 means a 34% yield). The reactants are [F:1][C:2]1[CH:18]=[C:17]([C:19]2[C:20]3[C:21]4[CH:35]=[CH:34][S:33][C:22]=4[C:23](=[O:32])[NH:24][C:25]=3[C:26]([CH3:31])=[CH:27][C:28]=2[O:29]C)[CH:16]=[CH:15][C:3]=1[CH2:4][CH2:5][N:6](C)[C:7](=O)OC(C)(C)C.B(Br)(Br)Br.C(Cl)[Cl:41]. No catalyst specified. The product is [ClH:41].[F:1][C:2]1[CH:18]=[C:17]([C:19]2[C:20]3[C:21]4[CH:35]=[CH:34][S:33][C:22]=4[C:23](=[O:32])[NH:24][C:25]=3[C:26]([CH3:31])=[CH:27][C:28]=2[OH:29])[CH:16]=[CH:15][C:3]=1[CH2:4][CH2:5][NH:6][CH3:7]. The yield is 0.670.